Regression. Given a peptide amino acid sequence and an MHC pseudo amino acid sequence, predict their binding affinity value. This is MHC class I binding data. From a dataset of Peptide-MHC class I binding affinity with 185,985 pairs from IEDB/IMGT. (1) The MHC is HLA-B07:02 with pseudo-sequence HLA-B07:02. The peptide sequence is GPKVKYLYF. The binding affinity (normalized) is 0.107. (2) The peptide sequence is EKSAAIDGEY. The MHC is HLA-A26:01 with pseudo-sequence HLA-A26:01. The binding affinity (normalized) is 0.295. (3) The peptide sequence is KTMAVTYEL. The MHC is HLA-A02:01 with pseudo-sequence HLA-A02:01. The binding affinity (normalized) is 1.00. (4) The peptide sequence is CCNWLDRCR. The MHC is HLA-A33:01 with pseudo-sequence HLA-A33:01. The binding affinity (normalized) is 0. (5) The peptide sequence is FLEDLSYPA. The MHC is HLA-A02:01 with pseudo-sequence HLA-A02:01. The binding affinity (normalized) is 1.00. (6) The peptide sequence is VVDKYFDCY. The MHC is HLA-A69:01 with pseudo-sequence HLA-A69:01. The binding affinity (normalized) is 0.0847. (7) The peptide sequence is ATYQRTRAL. The MHC is HLA-C06:02 with pseudo-sequence HLA-C06:02. The binding affinity (normalized) is 0.601. (8) The peptide sequence is TMMRHRREL. The MHC is HLA-B39:01 with pseudo-sequence HLA-B39:01. The binding affinity (normalized) is 0.0847.